From a dataset of Full USPTO retrosynthesis dataset with 1.9M reactions from patents (1976-2016). Predict the reactants needed to synthesize the given product. Given the product [C:1]([NH:8][C@H:9]([CH:14]=[O:15])[CH2:10][CH:11]([CH3:12])[CH3:13])([O:3][C:4]([CH3:5])([CH3:7])[CH3:6])=[O:2], predict the reactants needed to synthesize it. The reactants are: [C:1]([NH:8][C@H:9]([C:14](O)=[O:15])[CH2:10][CH:11]([CH3:13])[CH3:12])([O:3][C:4]([CH3:7])([CH3:6])[CH3:5])=[O:2].[H-].[H-].[H-].[H-].[Li+].[Al+3].OS([O-])(=O)=O.[K+].O.